From a dataset of Full USPTO retrosynthesis dataset with 1.9M reactions from patents (1976-2016). Predict the reactants needed to synthesize the given product. (1) Given the product [CH3:22][C:6]1[CH:5]=[C:4]([CH:9]=[CH:8][C:7]=1[C:10]1[O:11][C:12]([CH2:15][N:16]2[CH2:21][CH2:20][O:19][CH2:18][CH2:17]2)=[CH:13][CH:14]=1)[C:3]([OH:23])=[O:2], predict the reactants needed to synthesize it. The reactants are: C[O:2][C:3](=[O:23])[C:4]1[CH:9]=[CH:8][C:7]([C:10]2[O:11][C:12]([CH2:15][N:16]3[CH2:21][CH2:20][O:19][CH2:18][CH2:17]3)=[CH:13][CH:14]=2)=[C:6]([CH3:22])[CH:5]=1. (2) Given the product [F:1][C:2]1[CH:12]=[CH:11][CH:10]=[CH:9][C:3]=1[CH:4]=[CH:5][C:6]([NH:26][C@H:24]([C:20]1[CH:21]=[CH:22][CH:23]=[C:18]([N:13]2[CH:17]=[CH:16][CH:15]=[N:14]2)[CH:19]=1)[CH3:25])=[O:8], predict the reactants needed to synthesize it. The reactants are: [F:1][C:2]1[CH:12]=[CH:11][CH:10]=[CH:9][C:3]=1[CH:4]=[CH:5][C:6]([OH:8])=O.[N:13]1([C:18]2[CH:19]=[C:20]([C@@H:24]([NH2:26])[CH3:25])[CH:21]=[CH:22][CH:23]=2)[CH:17]=[CH:16][CH:15]=[N:14]1. (3) Given the product [O:27]1[C:28]2[CH:38]=[CH:37][CH:36]=[CH:35][C:29]=2[CH:30]=[C:31]1[C:3]1[CH:2]=[CH:7][CH:6]=[CH:5][C:4]=1[C:8]1[C:9]([CH3:26])=[C:10]([C:14]([N:16]2[CH2:20][CH2:19][CH:18]([N:21]([CH2:24][CH3:25])[CH2:22][CH3:23])[CH2:17]2)=[O:15])[N:11]([CH3:13])[N:12]=1, predict the reactants needed to synthesize it. The reactants are: Br[C:2]1[CH:3]=[C:4]([C:8]2[C:9]([CH3:26])=[C:10]([C:14]([N:16]3[CH2:20][CH2:19][CH:18]([N:21]([CH2:24][CH3:25])[CH2:22][CH3:23])[CH2:17]3)=[O:15])[N:11]([CH3:13])[N:12]=2)[CH:5]=[CH:6][CH:7]=1.[O:27]1[C:31](B(O)O)=[CH:30][C:29]2[CH:35]=[CH:36][CH:37]=[CH:38][C:28]1=2. (4) Given the product [Cl:8][C:4]1[CH:5]=[N:6][CH:7]=[C:2]([O:9][C:10]2[C:11]3[CH:12]=[CH:13][CH:14]=[N:15][C:16]=3[CH:17]=[CH:18][CH:19]=2)[N:3]=1, predict the reactants needed to synthesize it. The reactants are: Cl[C:2]1[CH:7]=[N:6][CH:5]=[C:4]([Cl:8])[N:3]=1.[OH:9][C:10]1[CH:19]=[CH:18][CH:17]=[C:16]2[C:11]=1[CH:12]=[CH:13][CH:14]=[N:15]2. (5) Given the product [NH2:20][C:18]1[CH:19]=[C:14]2[CH:13]=[C:12]([C:9]3[CH2:10][CH2:11][N:6]([C:4]([CH:1]4[CH2:2][CH2:3]4)=[O:5])[CH2:7][CH:8]=3)[NH:28][C:15]2=[N:16][CH:17]=1, predict the reactants needed to synthesize it. The reactants are: [CH:1]1([C:4]([N:6]2[CH2:11][CH:10]=[C:9]([C:12]3[NH:28][C:15]4=[N:16][CH:17]=[C:18]([NH:20]C(=O)OC(C)(C)C)[CH:19]=[C:14]4[CH:13]=3)[CH2:8][CH2:7]2)=[O:5])[CH2:3][CH2:2]1.Cl. (6) Given the product [CH2:21]([N:23]1[C:27]2[CH:28]=[CH:29][C:30]([N:32]3[CH:4]=[C:5]([C:6]([O:8][CH2:9][CH3:10])=[O:7])[C:11](=[O:18])[NH:12][C:13]3=[O:15])=[CH:31][C:26]=2[N:25]=[C:24]1[CH3:33])[CH3:22], predict the reactants needed to synthesize it. The reactants are: C(O[CH:4]=[C:5]([C:11](=[O:18])[NH:12][C:13]([O:15]CC)=O)[C:6]([O:8][CH2:9][CH3:10])=[O:7])C.Cl.Cl.[CH2:21]([N:23]1[C:27]2[CH:28]=[CH:29][C:30]([NH2:32])=[CH:31][C:26]=2[N:25]=[C:24]1[CH3:33])[CH3:22].C(N(CC)CC)C.CC(C)([O-])C.[K+].Cl.